This data is from Full USPTO retrosynthesis dataset with 1.9M reactions from patents (1976-2016). The task is: Predict the reactants needed to synthesize the given product. Given the product [NH2:28][C:25]1[CH:26]=[CH:27][C:15]([O:14][CH:1]([C:8]2[CH:9]=[CH:10][CH:11]=[CH:12][CH:13]=2)[C:2]2[CH:3]=[CH:4][CH:5]=[CH:6][CH:7]=2)=[C:16]([CH:24]=1)[C:17]([NH:19][C:20]([CH3:21])([CH3:22])[CH3:23])=[O:18], predict the reactants needed to synthesize it. The reactants are: [CH:1]([O:14][C:15]1[CH:27]=[CH:26][C:25]([N+:28]([O-])=O)=[CH:24][C:16]=1[C:17]([NH:19][C:20]([CH3:23])([CH3:22])[CH3:21])=[O:18])([C:8]1[CH:13]=[CH:12][CH:11]=[CH:10][CH:9]=1)[C:2]1[CH:7]=[CH:6][CH:5]=[CH:4][CH:3]=1.